This data is from Reaction yield outcomes from USPTO patents with 853,638 reactions. The task is: Predict the reaction yield, written as a fraction of the theoretical maximum amount of product (1.0 means a 100% yield; for example, 0.34 means a 34% yield). (1) The reactants are [Cl:1][C:2]1[C:3]([OH:11])=[N:4][CH:5]=[C:6]([C:8]([OH:10])=[O:9])[CH:7]=1.[Si](C=[N+]=[N-])(C)(C)[CH3:13]. The catalyst is C1C=CC=CC=1.CO. The product is [Cl:1][C:2]1[C:3]([OH:11])=[N:4][CH:5]=[C:6]([C:8]([O:10][CH3:13])=[O:9])[CH:7]=1. The yield is 0.670. (2) The reactants are [Br:1][C:2]1[CH:7]=[CH:6][C:5](F)=[C:4]([N+:9]([O-:11])=[O:10])[CH:3]=1.[CH2:12]([NH:16][CH:17]1[CH2:22][CH2:21][CH2:20][CH2:19][CH2:18]1)[CH:13]([CH3:15])[CH3:14]. No catalyst specified. The product is [Br:1][C:2]1[CH:7]=[CH:6][C:5]([N:16]([CH:17]2[CH2:22][CH2:21][CH2:20][CH2:19][CH2:18]2)[CH2:12][CH:13]([CH3:15])[CH3:14])=[C:4]([N+:9]([O-:11])=[O:10])[CH:3]=1. The yield is 0.450. (3) The reactants are P(Cl)(Cl)(Cl)=O.[F:6][C:7]1[CH:15]=[C:14]2[C:10]([CH:11]=[CH:12][N:13]2[CH3:16])=[CH:9][CH:8]=1.[OH-].[Na+].CN([CH:22]=[O:23])C. No catalyst specified. The product is [F:6][C:7]1[CH:15]=[C:14]2[C:10]([C:11]([CH:22]=[O:23])=[CH:12][N:13]2[CH3:16])=[CH:9][CH:8]=1. The yield is 0.520. (4) The reactants are C[O:2][C:3]([C:5]1[N:6]=[C:7]2[N:15]([CH2:16][C:17]([N:19]3[CH2:24][CH:23]([CH3:25])[CH2:22][CH:21]([CH3:26])[CH2:20]3)=[O:18])[CH:14]=[C:13]([CH2:27][S:28][CH3:29])[N:8]2[C:9](=[O:12])[C:10]=1[OH:11])=O.[NH2:30][CH2:31][C:32]1[CH:37]=[CH:36][C:35]([F:38])=[CH:34][C:33]=1[S:39]([N:42]([CH3:44])[CH3:43])(=[O:41])=[O:40]. No catalyst specified. The product is [CH3:43][N:42]([CH3:44])[S:39]([C:33]1[CH:34]=[C:35]([F:38])[CH:36]=[CH:37][C:32]=1[CH2:31][NH:30][C:3]([C:5]1[N:6]=[C:7]2[N:15]([CH2:16][C:17]([N:19]3[CH2:20][CH:21]([CH3:26])[CH2:22][CH:23]([CH3:25])[CH2:24]3)=[O:18])[CH:14]=[C:13]([CH2:27][S:28][CH3:29])[N:8]2[C:9](=[O:12])[C:10]=1[OH:11])=[O:2])(=[O:41])=[O:40]. The yield is 0.847.